From a dataset of Full USPTO retrosynthesis dataset with 1.9M reactions from patents (1976-2016). Predict the reactants needed to synthesize the given product. (1) Given the product [CH3:22][C@H:20]1[CH2:21][N:16]2[N:15]=[CH:14][C:13]([N:11]3[CH2:12][CH:8]([N:7]4[CH2:2][CH2:3][CH2:4][C:5]4=[O:6])[CH2:9][C:10]3=[O:35])=[C:17]2[CH2:18][N:19]1[C:23]([NH:25][C:26]1[CH:31]=[C:30]([F:32])[C:29]([F:33])=[C:28]([F:34])[CH:27]=1)=[O:24], predict the reactants needed to synthesize it. The reactants are: Cl[CH2:2][CH2:3][CH2:4][C:5]([NH:7][CH:8]1[CH2:12][N:11]([C:13]2[CH:14]=[N:15][N:16]3[CH2:21][C@H:20]([CH3:22])[N:19]([C:23]([NH:25][C:26]4[CH:31]=[C:30]([F:32])[C:29]([F:33])=[C:28]([F:34])[CH:27]=4)=[O:24])[CH2:18][C:17]=23)[C:10](=[O:35])[CH2:9]1)=[O:6].C([O-])([O-])=O.[Cs+].[Cs+]. (2) Given the product [O:5]=[C:6]1[C@@H:9]([NH:10][C:31](=[O:32])[O:30][CH2:29][C:27]2[CH:26]=[CH:25][C:24]3[O:20][CH2:21][O:22][C:23]=3[CH:28]=2)[CH2:8][NH:7]1, predict the reactants needed to synthesize it. The reactants are: C([O-])(=O)C.[O:5]=[C:6]1[C@@H:9]([NH3+:10])[CH2:8][NH:7]1.CCN(C(C)C)C(C)C.[O:20]1[C:24]2[CH:25]=[CH:26][C:27]([CH2:29][O:30][C:31](N3C=CC=CC3=O)=[O:32])=[CH:28][C:23]=2[O:22][CH2:21]1.